Predict the reactants needed to synthesize the given product. From a dataset of Full USPTO retrosynthesis dataset with 1.9M reactions from patents (1976-2016). (1) Given the product [O:26]=[C:2]([CH3:3])[CH2:1][C:4]1([C:20]2[CH:25]=[CH:24][CH:23]=[CH:22][CH:21]=2)[O:9][C:8](=[O:10])[NH:7][CH2:6][CH2:5]1, predict the reactants needed to synthesize it. The reactants are: [CH2:1]([C@@:4]1([C:20]2[CH:25]=[CH:24][CH:23]=[CH:22][CH:21]=2)[O:9][C:8](=[O:10])[N:7]([C@H](C2C=CC(Br)=CC=2)C)[CH2:6][CH2:5]1)[CH:2]=[CH2:3].[OH2:26]. (2) Given the product [Cl:1][C:2]1[CH:7]=[CH:6][C:5]([C:8]2[S:12][C:11]([C:13]3[CH:23]=[CH:22][C:16]([C:17]([OH:19])=[O:18])=[CH:15][CH:14]=3)=[CH:10][CH:9]=2)=[CH:4][CH:3]=1, predict the reactants needed to synthesize it. The reactants are: [Cl:1][C:2]1[CH:7]=[CH:6][C:5]([C:8]2[S:12][C:11]([C:13]3[CH:23]=[CH:22][C:16]([C:17]([O:19]CC)=[O:18])=[CH:15][CH:14]=3)=[CH:10][CH:9]=2)=[CH:4][CH:3]=1.[OH-].[Na+].O1CCCC1.Cl.